This data is from Catalyst prediction with 721,799 reactions and 888 catalyst types from USPTO. The task is: Predict which catalyst facilitates the given reaction. (1) Reactant: [Cl:1][C:2]1[CH:14]=[CH:13][C:12]([CH2:15][N:16]2[C:24]3[C:19](=[CH:20][C:21]([C:25](=[O:38])[NH:26][C@H:27]([C:29]4[CH:34]=[CH:33][CH:32]=[C:31]([CH:35]([CH3:37])[CH3:36])[CH:30]=4)[CH3:28])=[CH:22][CH:23]=3)[C:18]([CH3:39])=[C:17]2[CH3:40])=[CH:11][C:3]=1[O:4][C@@H:5]([CH3:10])[C:6]([O:8]C)=[O:7].CS(C)=O.O.[OH-].[Na+]. Product: [Cl:1][C:2]1[CH:14]=[CH:13][C:12]([CH2:15][N:16]2[C:24]3[C:19](=[CH:20][C:21]([C:25](=[O:38])[NH:26][C@H:27]([C:29]4[CH:34]=[CH:33][CH:32]=[C:31]([CH:35]([CH3:36])[CH3:37])[CH:30]=4)[CH3:28])=[CH:22][CH:23]=3)[C:18]([CH3:39])=[C:17]2[CH3:40])=[CH:11][C:3]=1[O:4][C@@H:5]([CH3:10])[C:6]([OH:8])=[O:7]. The catalyst class is: 5. (2) Reactant: [Br:1][C:2]1[CH:7]=[CH:6][C:5](F)=[CH:4][C:3]=1[Cl:9].[CH2:10]([S-:12])[CH3:11].[Na+]. Product: [Br:1][C:2]1[CH:7]=[CH:6][C:5]([S:12][CH2:10][CH3:11])=[CH:4][C:3]=1[Cl:9]. The catalyst class is: 16. (3) Reactant: Cl.[CH3:2][O:3][C:4](=[O:15])[C@@H:5]([NH2:14])[CH2:6][C:7]1[CH:12]=[CH:11][C:10]([Br:13])=[CH:9][CH:8]=1.[NH2:16][C:17]1[CH:18]=[CH:19][C:20]([Cl:26])=[C:21]([CH:25]=1)[C:22](O)=[O:23].Cl. Product: [CH3:2][O:3][C:4](=[O:15])[C@@H:5]([NH:14][C:22](=[O:23])[C:21]1[CH:25]=[C:17]([NH2:16])[CH:18]=[CH:19][C:20]=1[Cl:26])[CH2:6][C:7]1[CH:12]=[CH:11][C:10]([Br:13])=[CH:9][CH:8]=1. The catalyst class is: 25. (4) Reactant: COC(=O)C[C@@H](N[C:8]([O:10][C:11]([CH3:14])([CH3:13])[CH3:12])=[O:9])C.C([Li:20])C[CH2:18][CH3:19].[CH:21]([NH:24][CH:25]([CH3:27])[CH3:26])([CH3:23])[CH3:22].C([N-][CH:32]([CH3:34])[CH3:33])(C)C.[Li+].[C:36](=[O:38])=[O:37].[CH3:39]C(C)=O.IC.[Cl-].[NH4+:46]. Product: [CH:21]([N-:24][CH:25]([CH3:27])[CH3:26])([CH3:23])[CH3:22].[Li+:20].[CH3:39][O:37][C:36](=[O:38])[C:32]([CH3:33])([CH3:34])[C@@H:18]([NH:46][C:8]([O:10][C:11]([CH3:12])([CH3:13])[CH3:14])=[O:9])[CH3:19]. The catalyst class is: 1. (5) Reactant: [C:1]([O:5][C:6]([N:8]1[CH2:16][CH2:15][CH:11]([C:12]([OH:14])=O)[CH2:10][CH2:9]1)=[O:7])([CH3:4])([CH3:3])[CH3:2].CCN=C=NCCCN(C)C.[N:28]1[CH:33]=[CH:32][C:31]([CH2:34][CH2:35][CH2:36][SH:37])=[CH:30][CH:29]=1. Product: [C:1]([O:5][C:6]([N:8]1[CH2:9][CH2:10][CH:11]([C:12]([S:37][CH2:36][CH2:35][CH2:34][C:31]2[CH:32]=[CH:33][N:28]=[CH:29][CH:30]=2)=[O:14])[CH2:15][CH2:16]1)=[O:7])([CH3:2])([CH3:3])[CH3:4]. The catalyst class is: 64. (6) Reactant: [I-].C[S+](C)(C)=O.[CH3:7]C(C)([O-])C.[K+].[C:13]([C:15]([C:29]1[CH:34]=[CH:33][CH:32]=[CH:31][CH:30]=1)=[C:16]1[CH2:21][CH2:20][N:19]([C:22]([O:24][C:25]([CH3:28])([CH3:27])[CH3:26])=[O:23])[CH2:18][CH2:17]1)#[N:14]. Product: [C:13]([C:15]1([C:29]2[CH:30]=[CH:31][CH:32]=[CH:33][CH:34]=2)[C:16]2([CH2:17][CH2:18][N:19]([C:22]([O:24][C:25]([CH3:28])([CH3:27])[CH3:26])=[O:23])[CH2:20][CH2:21]2)[CH2:7]1)#[N:14]. The catalyst class is: 16. (7) Reactant: [O:1]1[CH:5]=[CH:4][C:3]([C:6]2[CH:15]=[N:14][C:9]3[O:10][CH2:11][CH2:12][NH:13][C:8]=3[CH:7]=2)=[CH:2]1.[Br:16][C:17]1[CH:18]=[C:19]([CH:23]=[C:24]([Br:28])[C:25]=1[O:26][CH3:27])[C:20](Cl)=[O:21].C(N(CC)CC)C.O. Product: [Br:16][C:17]1[CH:18]=[C:19]([C:20]([N:13]2[CH2:12][CH2:11][O:10][C:9]3[N:14]=[CH:15][C:6]([C:3]4[CH:4]=[CH:5][O:1][CH:2]=4)=[CH:7][C:8]2=3)=[O:21])[CH:23]=[C:24]([Br:28])[C:25]=1[O:26][CH3:27]. The catalyst class is: 4.